From a dataset of Reaction yield outcomes from USPTO patents with 853,638 reactions. Predict the reaction yield, written as a fraction of the theoretical maximum amount of product (1.0 means a 100% yield; for example, 0.34 means a 34% yield). (1) The reactants are [Cl:1][C:2]1[CH:3]=[CH:4][C:5]2[N:11]([CH2:12][C:13]([CH3:17])([CH3:16])[CH2:14][OH:15])[C:10](=[O:18])[C@@H:9]([CH2:19][C:20]([NH:22][C:23]3[CH:24]=[CH:25][CH:26]=[C:27]4[C:31]=3[NH:30][C:29]([C:32]([O-:34])=[O:33])=[CH:28]4)=[O:21])[O:8][C@H:7]([C:35]3[CH:40]=[CH:39][CH:38]=[C:37]([O:41][CH3:42])[C:36]=3[O:43][CH3:44])[C:6]=2[CH:45]=1.N1C=CC=CC=1.[C:52](OCC)(=[O:54])[CH3:53].C(Cl)(=O)C. The catalyst is O. The product is [C:52]([O:15][CH2:14][C:13]([CH3:17])([CH3:16])[CH2:12][N:11]1[C:5]2[CH:4]=[CH:3][C:2]([Cl:1])=[CH:45][C:6]=2[C@@H:7]([C:35]2[CH:40]=[CH:39][CH:38]=[C:37]([O:41][CH3:42])[C:36]=2[O:43][CH3:44])[O:8][C@H:9]([CH2:19][C:20]([NH:22][C:23]2[CH:24]=[CH:25][CH:26]=[C:27]3[C:31]=2[NH:30][C:29]([C:32]([OH:34])=[O:33])=[CH:28]3)=[O:21])[C:10]1=[O:18])(=[O:54])[CH3:53]. The yield is 0.780. (2) The reactants are [Br:1][C:2]1[CH:7]=[CH:6][CH:5]=[C:4]([NH:8][C:9]([NH2:11])=[S:10])[N:3]=1.Cl[CH2:13][CH:14]=O. The catalyst is C(O)C.O. The product is [Br:1][C:2]1[N:3]=[C:4]([NH:8][C:9]2[S:10][CH:13]=[CH:14][N:11]=2)[CH:5]=[CH:6][CH:7]=1. The yield is 0.960.